From a dataset of Reaction yield outcomes from USPTO patents with 853,638 reactions. Predict the reaction yield, written as a fraction of the theoretical maximum amount of product (1.0 means a 100% yield; for example, 0.34 means a 34% yield). (1) The reactants are [F:1][C:2](NS(C1C=CC=CC=1)=O)([F:4])[F:3].Cl.Cl.CN(C)CCC(O)=O.[CH2:24]([N:26](CC)[CH2:27][CH3:28])[CH3:25].[CH:31]1[CH:32]=[CH:33][C:34]2[N:39](O)N=N[C:35]=2[CH:36]=1.C(Cl)CCl. The catalyst is CO.ClCCl. The product is [F:4][C:2]([F:1])([F:3])[C:31]1[CH:36]=[CH:35][C:34]([N:39]2[CH2:28][CH2:27][NH:26][CH2:24][CH2:25]2)=[CH:33][CH:32]=1. The yield is 0.440. (2) The product is [CH:1]1([CH2:4][C:6]2[C:14]3[C:9](=[N:10][CH:11]=[CH:12][CH:13]=3)[N:8]([S:15]([C:18]3[CH:23]=[CH:22][CH:21]=[CH:20][CH:19]=3)(=[O:17])=[O:16])[CH:7]=2)[CH2:2][CH2:3]1. The yield is 0.590. The reactants are [CH:1]1([CH:4]([C:6]2[C:14]3[C:9](=[N:10][CH:11]=[CH:12][CH:13]=3)[N:8]([S:15]([C:18]3[CH:23]=[CH:22][CH:21]=[CH:20][CH:19]=3)(=[O:17])=[O:16])[CH:7]=2)O)[CH2:3][CH2:2]1.C([SiH](CC)CC)C.C(O)(C(F)(F)F)=O. The catalyst is ClCCl. (3) The reactants are [N:1]1(C(OC(C)(C)C)=O)[CH2:6][CH2:5][C:4]2([O:11][C:10]3[CH:12]=[CH:13][CH:14]=[CH:15][C:9]=3[N:8]3[CH:16]=[CH:17][CH:18]=[C:7]23)[CH2:3][CH2:2]1.C1(C)C=CC=CC=1.[ClH:33]. The catalyst is O1CCOCC1. The product is [ClH:33].[NH:1]1[CH2:2][CH2:3][C:4]2([O:11][C:10]3[CH:12]=[CH:13][CH:14]=[CH:15][C:9]=3[N:8]3[CH:16]=[CH:17][CH:18]=[C:7]23)[CH2:5][CH2:6]1. The yield is 0.760. (4) The reactants are FC1C=C2C(C(I)=CN2S(C2C=CC=CC=2)(=O)=O)=CC=1.C1(S([N:30]2[C:38]3[C:33](=[CH:34][CH:35]=[C:36]([F:39])[CH:37]=3)[C:32]([C:40]3[CH:41]=[CH:42][C:43]4[N:47]=[C:46]([CH2:48][CH2:49][NH:50][C:51](=[O:53])[CH3:52])[NH:45][C:44]=4[CH:54]=3)=[CH:31]2)(=O)=O)C=CC=CC=1. No catalyst specified. The product is [F:39][C:36]1[CH:37]=[C:38]2[C:33]([C:32]([C:40]3[CH:41]=[CH:42][C:43]4[N:47]=[C:46]([CH2:48][CH2:49][NH:50][C:51](=[O:53])[CH3:52])[NH:45][C:44]=4[CH:54]=3)=[CH:31][NH:30]2)=[CH:34][CH:35]=1. The yield is 0.290.